This data is from Forward reaction prediction with 1.9M reactions from USPTO patents (1976-2016). The task is: Predict the product of the given reaction. (1) Given the reactants [CH3:1][CH:2]([N:4]1[C:8]2[N:9]=[C:10]([C:18]3[CH:23]=[CH:22][CH:21]=[CH:20][CH:19]=3)[CH:11]=[C:12]([C:13]([O:15][CH2:16][CH3:17])=[O:14])[C:7]=2[CH:6]=[N:5]1)[CH3:3].S(=O)(=O)(O)O.C([O-])([O-])=O.[Na+].[Na+].[N+:35]([O-])([OH:37])=[O:36], predict the reaction product. The product is: [CH3:1][CH:2]([N:4]1[C:8]2[N:9]=[C:10]([C:18]3[CH:19]=[CH:20][CH:21]=[CH:22][C:23]=3[N+:35]([O-:37])=[O:36])[CH:11]=[C:12]([C:13]([O:15][CH2:16][CH3:17])=[O:14])[C:7]=2[CH:6]=[N:5]1)[CH3:3]. (2) Given the reactants [F:1][C:2]1[CH:7]=[CH:6][C:5]([F:8])=[CH:4][C:3]=1[OH:9].C(=O)([O-])[O-].[K+].[K+].I[CH2:17][CH2:18][O:19][Si:20]([CH:27]([CH3:29])[CH3:28])([CH:24]([CH3:26])[CH3:25])[CH:21]([CH3:23])[CH3:22], predict the reaction product. The product is: [F:1][C:2]1[CH:7]=[CH:6][C:5]([F:8])=[CH:4][C:3]=1[O:9][CH2:17][CH2:18][O:19][Si:20]([CH:24]([CH3:25])[CH3:26])([CH:21]([CH3:23])[CH3:22])[CH:27]([CH3:28])[CH3:29]. (3) The product is: [CH2:1]([O:3][C:4](=[O:31])[CH2:5][N:6]([C:7]1[CH:8]=[C:9]2[C:13](=[CH:14][C:15]=1[CH3:16])[N:12]([CH2:38][CH:39]([F:41])[F:40])[N:11]=[CH:10]2)[CH2:17][C:18]([N:20]([N:22]1[CH2:23][C:24]2[C:29](=[CH:28][CH:27]=[CH:26][CH:25]=2)[CH2:30]1)[CH3:21])=[O:19])[CH3:2]. Given the reactants [CH2:1]([O:3][C:4](=[O:31])[CH2:5][N:6]([CH2:17][C:18]([N:20]([N:22]1[CH2:30][C:29]2[C:24](=[CH:25][CH:26]=[CH:27][CH:28]=2)[CH2:23]1)[CH3:21])=[O:19])[C:7]1[CH:8]=[C:9]2[C:13](=[CH:14][C:15]=1[CH3:16])[NH:12][N:11]=[CH:10]2)[CH3:2].FC(F)(F)S(O[CH2:38][CH:39]([F:41])[F:40])(=O)=O, predict the reaction product. (4) Given the reactants [F:1][C:2]1[CH:3]=[C:4]([CH:14]=[CH:15][CH:16]=1)[CH2:5][C:6]1[O:10][N:9]=[C:8]([C:11]([OH:13])=O)[CH:7]=1.[O:17]1[C:21]2[CH:22]=[CH:23][CH:24]=[CH:25][C:20]=2[C:19]([CH2:26][CH2:27][NH2:28])=[CH:18]1.CN(C(ON1N=NC2C=CC=NC1=2)=[N+](C)C)C.F[P-](F)(F)(F)(F)F.C(N(CC)C(C)C)(C)C, predict the reaction product. The product is: [O:17]1[C:21]2[CH:22]=[CH:23][CH:24]=[CH:25][C:20]=2[C:19]([CH2:26][CH2:27][NH:28][C:11]([C:8]2[CH:7]=[C:6]([CH2:5][C:4]3[CH:14]=[CH:15][CH:16]=[C:2]([F:1])[CH:3]=3)[O:10][N:9]=2)=[O:13])=[CH:18]1.